From a dataset of Forward reaction prediction with 1.9M reactions from USPTO patents (1976-2016). Predict the product of the given reaction. (1) Given the reactants [CH2:1]([C@H:8]1[CH2:12][O:11][C:10](=[O:13])[N:9]1C(=O)[C@@H](Br)[C@H](O)COCC1C=CC=CC=1)[C:2]1[CH:7]=[CH:6][CH:5]=[CH:4][CH:3]=1.[N-]=[N+]=[N-].[Na+], predict the reaction product. The product is: [CH2:1]([CH:8]1[CH2:12][O:11][C:10](=[O:13])[NH:9]1)[C:2]1[CH:3]=[CH:4][CH:5]=[CH:6][CH:7]=1. (2) Given the reactants [CH3:1][O:2][C:3]1[C:4](=[O:27])[C:5]([CH3:26])=[C:6]([CH2:12][C:13]2[CH:14]=[CH:15][C:16]([O:22]C(=O)C)=[C:17]([CH:21]=2)[C:18]([OH:20])=[O:19])[C:7](=[O:11])[C:8]=1[O:9][CH3:10].C(=O)([O-])O.[Na+], predict the reaction product. The product is: [CH3:1][O:2][C:3]1[C:4](=[O:27])[C:5]([CH3:26])=[C:6]([CH2:12][C:13]2[CH:14]=[CH:15][C:16]([OH:22])=[C:17]([CH:21]=2)[C:18]([OH:20])=[O:19])[C:7](=[O:11])[C:8]=1[O:9][CH3:10]. (3) Given the reactants [C:1]([O:5][C:6](=[O:11])[NH:7][CH2:8][CH2:9][NH2:10])([CH3:4])([CH3:3])[CH3:2].[CH2:12](N(CC)CC)C.CI, predict the reaction product. The product is: [C:1]([O:5][C:6](=[O:11])[NH:7][CH2:8][CH2:9][NH:10][CH3:12])([CH3:4])([CH3:2])[CH3:3]. (4) Given the reactants [Cl-].[Cl:2][CH2:3][N+:4]12[CH2:11][CH2:10][N:7]([CH2:8][CH2:9]1)[C@H:6]([C:12]1[CH:17]=[CH:16][CH:15]=[CH:14][CH:13]=1)[CH2:5]2.[F:18][C:19]([F:25])([F:24])[S:20]([O-:23])(=[O:22])=[O:21].[Na+], predict the reaction product. The product is: [F:18][C:19]([F:25])([F:24])[S:20]([O-:23])(=[O:22])=[O:21].[Cl:2][CH2:3][N+:4]12[CH2:9][CH2:8][N:7]([CH2:10][CH2:11]1)[C@H:6]([C:12]1[CH:13]=[CH:14][CH:15]=[CH:16][CH:17]=1)[CH2:5]2. (5) Given the reactants [F:1][C:2]([F:16])([O:6][C:7]1[CH:8]=[C:9]([CH:13]=[CH:14][CH:15]=1)[C:10]([OH:12])=O)[CH:3]([F:5])[F:4].F[P-](F)(F)(F)(F)F.N1(OC(N(C)C)=[N+](C)C)C2N=CC=CC=2N=N1.[NH2:41][C:42]1[CH:43]=[CH:44][C:45]([CH3:64])=[C:46]([CH:63]=1)[O:47][C:48]1[N:53]=[C:52]2[S:54][C:55]([NH:57][C:58]([CH:60]3[CH2:62][CH2:61]3)=[O:59])=[N:56][C:51]2=[CH:50][CH:49]=1.O, predict the reaction product. The product is: [CH:60]1([C:58]([NH:57][C:55]2[S:54][C:52]3[C:51]([N:56]=2)=[CH:50][CH:49]=[C:48]([O:47][C:46]2[CH:63]=[C:42]([NH:41][C:10](=[O:12])[C:9]4[CH:13]=[CH:14][CH:15]=[C:7]([O:6][C:2]([F:1])([F:16])[CH:3]([F:4])[F:5])[CH:8]=4)[CH:43]=[CH:44][C:45]=2[CH3:64])[N:53]=3)=[O:59])[CH2:61][CH2:62]1. (6) Given the reactants O.[NH:2]1[CH:6]=[CH:5][C:4]([C:7]([OH:9])=O)=[CH:3]1.C(Cl)(=O)C(Cl)=O.[Br:16][C:17]1[CH:33]=[CH:32][C:31]([F:34])=[CH:30][C:18]=1[O:19][CH:20]1[CH2:25][CH2:24][N:23]([C:26](=[N:28]O)[NH2:27])[CH2:22][CH2:21]1.C(N(CC)CC)C.[H-].[Na+], predict the reaction product. The product is: [Br:16][C:17]1[CH:33]=[CH:32][C:31]([F:34])=[CH:30][C:18]=1[O:19][CH:20]1[CH2:25][CH2:24][N:23]([C:26]2[N:27]=[C:7]([C:4]3[CH:5]=[CH:6][NH:2][CH:3]=3)[O:9][N:28]=2)[CH2:22][CH2:21]1. (7) Given the reactants [CH:1]1[C:6](/[CH:7]=[CH:8]/[C:9]([OH:11])=[O:10])=[CH:5][CH:4]=[C:3]([OH:12])[CH:2]=1.[CH3:13]O, predict the reaction product. The product is: [CH3:13][O:10][C:9](=[O:11])/[CH:8]=[CH:7]/[C:6]1[CH:5]=[CH:4][C:3]([OH:12])=[CH:2][CH:1]=1. (8) Given the reactants Cl[C:2]1[N:7]=[C:6]([C:8]2[N:12]3[CH:13]=[CH:14][C:15]([C:17]([F:20])([F:19])[F:18])=[N:16][C:11]3=[N:10][CH:9]=2)[CH:5]=[CH:4][N:3]=1.C([Sn](CCCC)(CCCC)[C:26]1[CH:33]=[CH:32][CH:31]=[CH:30][C:27]=1[C:28]#[N:29])CCC.[Cl-].[Li+], predict the reaction product. The product is: [F:18][C:17]([F:20])([F:19])[C:15]1[CH:14]=[CH:13][N:12]2[C:8]([C:6]3[CH:5]=[CH:4][N:3]=[C:2]([C:26]4[CH:33]=[CH:32][CH:31]=[CH:30][C:27]=4[C:28]#[N:29])[N:7]=3)=[CH:9][N:10]=[C:11]2[N:16]=1. (9) Given the reactants [CH3:1][O-:2].[Na+].Cl[C:5]1[C:14]([CH3:15])=[C:13]([Cl:16])[C:12]2[C:7](=[CH:8][CH:9]=[C:10]([C:17]([O:19][CH3:20])=[O:18])[CH:11]=2)[N:6]=1, predict the reaction product. The product is: [Cl:16][C:13]1[C:12]2[C:7](=[CH:8][CH:9]=[C:10]([C:17]([O:19][CH3:20])=[O:18])[CH:11]=2)[N:6]=[C:5]([O:2][CH3:1])[C:14]=1[CH3:15].